Predict the reactants needed to synthesize the given product. From a dataset of Full USPTO retrosynthesis dataset with 1.9M reactions from patents (1976-2016). (1) The reactants are: C(P1(=O)OP(CCC)(=O)OP(CCC)(=O)O1)CC.CCCP(O)(O)=O.[CH3:26][N:27]1[C:32]2=[CH:33][N:34]([CH2:43][CH2:44][CH2:45][C:46]([OH:48])=O)[C:35]([C:36]3[CH:37]=[C:38]([CH3:42])[CH:39]=[CH:40][CH:41]=3)=[C:31]2[C:30](=[O:49])[N:29]([CH3:50])[C:28]1=[O:51]. Given the product [CH3:26][N:27]1[C:32]2=[C:33]3[N:34]([C:35]([C:36]4[CH:37]=[C:38]([CH3:42])[CH:39]=[CH:40][CH:41]=4)=[C:31]2[C:30](=[O:49])[N:29]([CH3:50])[C:28]1=[O:51])[CH2:43][CH2:44][CH2:45][C:46]3=[O:48], predict the reactants needed to synthesize it. (2) The reactants are: C1(CN(C)C2C=C(O)C(=O)NN=2)CC1.C([O:22][C:23]1[CH:24]=[C:25]([N:37]([CH2:39][CH:40]2[CH2:45][CH2:44][CH2:43][CH2:42][CH2:41]2)[CH3:38])[N:26]=[N:27][C:28]=1[O:29]CC1C=CC=CC=1)C1C=CC=CC=1. Given the product [CH:40]1([CH2:39][N:37]([CH3:38])[C:25]2[CH:24]=[C:23]([OH:22])[C:28](=[O:29])[NH:27][N:26]=2)[CH2:41][CH2:42][CH2:43][CH2:44][CH2:45]1, predict the reactants needed to synthesize it. (3) Given the product [Cl:30][C:26]1[CH:25]=[C:24]([NH:23][C:21]2[O:22][C:18]([C:15]3[CH:16]=[CH:17][C:12]([CH:9]4[CH2:8][CH2:7][CH:6]([CH2:5][CH:4]=[O:3])[CH2:11][CH2:10]4)=[CH:13][CH:14]=3)=[CH:19][N:20]=2)[CH:29]=[CH:28][CH:27]=1, predict the reactants needed to synthesize it. The reactants are: C([O:3][C:4](=O)[CH2:5][CH:6]1[CH2:11][CH2:10][CH:9]([C:12]2[CH:17]=[CH:16][C:15]([C:18]3[O:22][C:21]([NH:23][C:24]4[CH:29]=[CH:28][CH:27]=[C:26]([Cl:30])[CH:25]=4)=[N:20][CH:19]=3)=[CH:14][CH:13]=2)[CH2:8][CH2:7]1)C.CC(C[AlH]CC(C)C)C.CO.O. (4) Given the product [F:1][C:2]1[CH:27]=[CH:26][C:5]([CH2:6][N:7]2[C:15]3[C:10](=[CH:11][CH:12]=[CH:13][CH:14]=3)[CH:9]=[C:8]2[C:16]([N:18]2[CH2:23][CH2:22][CH:21]([CH2:24][NH:36][C@@H:29]([C:30]3[CH:35]=[CH:34][CH:33]=[CH:32][CH:31]=3)[CH3:28])[CH2:20][CH2:19]2)=[O:17])=[CH:4][CH:3]=1, predict the reactants needed to synthesize it. The reactants are: [F:1][C:2]1[CH:27]=[CH:26][C:5]([CH2:6][N:7]2[C:15]3[C:10](=[CH:11][CH:12]=[CH:13][CH:14]=3)[CH:9]=[C:8]2[C:16]([N:18]2[CH2:23][CH2:22][CH:21]([CH:24]=O)[CH2:20][CH2:19]2)=[O:17])=[CH:4][CH:3]=1.[CH3:28][C@@H:29]([NH2:36])[C:30]1[CH:35]=[CH:34][CH:33]=[CH:32][CH:31]=1.C([BH3-])#N.[Na+].C(O)(=O)C. (5) Given the product [Cl:1][C:2]1[CH:3]=[CH:4][C:5]([CH:18]([F:20])[F:19])=[C:6]([C:8]2[C:9]([C:16]#[N:17])=[CH:10][NH:11][C:12](=[O:14])[CH:13]=2)[CH:7]=1, predict the reactants needed to synthesize it. The reactants are: [Cl:1][C:2]1[CH:3]=[CH:4][C:5]([CH:18]([F:20])[F:19])=[C:6]([C:8]2[CH:13]=[C:12]([O:14]C)[N:11]=[CH:10][C:9]=2[C:16]#[N:17])[CH:7]=1.Cl.[NH+]1C=CC=CC=1. (6) Given the product [Br:8][C:5]1[CH:6]=[CH:7][C:2]([CH:14]=[O:15])=[C:3]([F:10])[C:4]=1[F:9], predict the reactants needed to synthesize it. The reactants are: Br[C:2]1[CH:7]=[CH:6][C:5]([Br:8])=[C:4]([F:9])[C:3]=1[F:10].CN([CH:14]=[O:15])C.OS(O)(=O)=O.[Na+].[Cl-]. (7) Given the product [CH3:30][Si:31]([CH3:36])([CH3:35])[CH2:32][CH2:33][O:8][C:7](=[O:9])[CH:6]([NH:5][C:3]([O:2][CH3:1])=[O:4])[CH2:10][C:11]1[C:20]2[C:15](=[CH:16][CH:17]=[CH:18][CH:19]=2)[C:14]([N+:21]([O-:23])=[O:22])=[CH:13][CH:12]=1, predict the reactants needed to synthesize it. The reactants are: [CH3:1][O:2][C:3]([NH:5][CH:6]([CH2:10][C:11]1[C:20]2[C:15](=[CH:16][CH:17]=[CH:18][CH:19]=2)[C:14]([N+:21]([O-:23])=[O:22])=[CH:13][CH:12]=1)[C:7]([OH:9])=[O:8])=[O:4].N1C=CC=CC=1.[CH3:30][Si:31]([CH3:36])([CH3:35])[CH2:32][CH2:33]O.C1(N=C=NC2CCCCC2)CCCCC1. (8) The reactants are: [CH2:1]([O:3][C:4]([C:6]1[NH:10][C:9]2[CH:11]=[C:12]([C:14]3[CH:19]=[CH:18][C:17]([O:20][CH:21]([CH3:23])[CH3:22])=[CH:16][CH:15]=3)[S:13][C:8]=2[CH:7]=1)=[O:5])[CH3:2].[O-]P([O-])([O-])=O.[K+].[K+].[K+].[CH:32]([O:35][C:36]1[CH:41]=[CH:40][C:39](Br)=[CH:38][CH:37]=1)([CH3:34])[CH3:33].CNCCNC. Given the product [CH2:1]([O:3][C:4]([C:6]1[N:10]([C:39]2[CH:40]=[CH:41][C:36]([O:35][CH:32]([CH3:34])[CH3:33])=[CH:37][CH:38]=2)[C:9]2[CH:11]=[C:12]([C:14]3[CH:19]=[CH:18][C:17]([O:20][CH:21]([CH3:22])[CH3:23])=[CH:16][CH:15]=3)[S:13][C:8]=2[CH:7]=1)=[O:5])[CH3:2], predict the reactants needed to synthesize it. (9) Given the product [CH3:1][N:2]1[C:6]([O:7][C:8]2[CH:13]=[C:12]([CH3:14])[CH:11]=[C:10]([C:15]#[C:16][C:17]3[CH:22]=[CH:21][C:20]([C:43]([F:46])([F:45])[F:44])=[CH:19][CH:18]=3)[N:9]=2)=[CH:5][C:4]([C:24]([F:27])([F:25])[F:26])=[N:3]1, predict the reactants needed to synthesize it. The reactants are: [CH3:1][N:2]1[C:6]([O:7][C:8]2[CH:13]=[C:12]([CH3:14])[CH:11]=[C:10]([C:15]#[C:16][C:17]3[CH:22]=[CH:21][C:20](F)=[CH:19][CH:18]=3)[N:9]=2)=[CH:5][C:4]([C:24]([F:27])([F:26])[F:25])=[N:3]1.C(C1N=C(OC2N(C)N=C([C:43]([F:46])([F:45])[F:44])C=2)C=C(C)C=1)#C.CN1C(OC2C=C(C)C=C(C#CC=C(C)C)N=2)=CC(C(F)(F)F)=N1.CN1C(OC2C=C(C)C=C(C#CC(OCC)OCC)N=2)=CC(C(F)(F)F)=N1.CN1C(OC2C=C(C)C=C(C#CC=O)N=2)=CC(C(F)(F)F)=N1.CN1C(OC2C=C(C)C=C(C#CCC(C)=C)N=2)=CC(C(F)(F)F)=N1.